From a dataset of Full USPTO retrosynthesis dataset with 1.9M reactions from patents (1976-2016). Predict the reactants needed to synthesize the given product. (1) Given the product [CH3:18][O:14][C:13]([CH:7]1[CH2:6][C:5]2[C:9](=[CH:10][CH:11]=[CH:12][C:4]=2[O:3][CH3:2])[NH:8]1)=[O:15], predict the reactants needed to synthesize it. The reactants are: [Mg].[CH3:2][O:3][C:4]1[CH:12]=[CH:11][CH:10]=[C:9]2[C:5]=1[CH:6]=[C:7]([C:13]([OH:15])=[O:14])[NH:8]2.Cl.N.[CH3:18]O. (2) Given the product [NH2:31][C:29]([C:28]1[N:24]([CH2:23][CH2:22][N:14]2[CH:13]=[C:12]3[C:16]([CH:17]=[C:9]([C:7]([NH:6][CH2:5][C:4]4[CH:18]=[CH:19][CH:20]=[C:2]([Cl:1])[CH:3]=4)=[O:8])[CH:10]=[CH:11]3)=[N:15]2)[N:25]=[CH:26][N:27]=1)=[O:30], predict the reactants needed to synthesize it. The reactants are: [Cl:1][C:2]1[CH:3]=[C:4]([CH:18]=[CH:19][CH:20]=1)[CH2:5][NH:6][C:7]([C:9]1[CH:17]=[C:16]2[C:12]([CH:13]=[N:14][NH:15]2)=[CH:11][CH:10]=1)=[O:8].Cl[CH2:22][CH2:23][N:24]1[C:28]([C:29]([NH2:31])=[O:30])=[N:27][CH:26]=[N:25]1.N1C2C(=CC=CC=2)C=N1. (3) Given the product [N:96]1[CH:97]=[CH:98][CH:99]=[CH:100][C:95]=1[CH2:94][NH:63][CH2:64][C:65]1[CH:70]=[CH:69][C:68]([CH2:71][N:72]([CH2:83][C:84]2[NH:85][C:86]3[C:92]([F:93])=[CH:91][CH:90]=[CH:89][C:87]=3[N:88]=2)[CH:73]2[C:82]3[N:81]=[CH:80][CH:79]=[CH:78][C:77]=3[CH2:76][CH2:75][CH2:74]2)=[CH:67][CH:66]=1, predict the reactants needed to synthesize it. The reactants are: ClCC1NC2C(F)=CC=CC=2N=1.C(OC(N(CC1C=CC=CN=1)CC1C=CC(CNC2C3N=CC=CC=3CCC2)=CC=1)=O)(C)(C)C.C(N(C(C)C)CC)(C)C.C(OC([N:63]([CH2:94][C:95]1[CH:100]=[CH:99][CH:98]=[CH:97][N:96]=1)[CH2:64][C:65]1[CH:70]=[CH:69][C:68]([CH2:71][N:72]([CH2:83][C:84]2[NH:85][C:86]3[C:92]([F:93])=[CH:91][CH:90]=[CH:89][C:87]=3[N:88]=2)[CH:73]2[C:82]3[N:81]=[CH:80][CH:79]=[CH:78][C:77]=3[CH2:76][CH2:75][CH2:74]2)=[CH:67][CH:66]=1)=O)(C)(C)C. (4) Given the product [ClH:33].[C:1]([NH:9][C:10]1[CH:11]=[C:12]2[C:16](=[CH:17][CH:18]=1)[NH:15][C:14]([C:19]([OH:21])=[O:20])=[C:13]2[CH2:22][CH2:23][CH2:24][NH2:25])(=[O:8])[C:2]1[CH:7]=[CH:6][CH:5]=[CH:4][CH:3]=1, predict the reactants needed to synthesize it. The reactants are: [C:1]([NH:9][C:10]1[CH:11]=[C:12]2[C:16](=[CH:17][CH:18]=1)[NH:15][C:14]([C:19]([OH:21])=[O:20])=[C:13]2[CH2:22][CH2:23][CH2:24][NH:25]C(OC(C)(C)C)=O)(=[O:8])[C:2]1[CH:7]=[CH:6][CH:5]=[CH:4][CH:3]=1.[ClH:33]. (5) Given the product [Br:31][C:32]1[CH:33]=[C:34]2[C:38](=[CH:39][CH:40]=1)[NH:37][N:36]=[C:35]2[C:41]([NH:43][CH2:44][CH:45]1[CH2:50][CH2:49][N:48]([CH2:51][C:52]2[O:56][C:55]([C:57]([OH:59])=[O:58])=[CH:54][CH:53]=2)[CH2:47][CH2:46]1)=[O:42], predict the reactants needed to synthesize it. The reactants are: COC1C=C2C(=CC=1)NN=C2C(NCC1CCN(CC2SC=C(C(O)=O)N=2)CC1)=O.[Br:31][C:32]1[CH:33]=[C:34]2[C:38](=[CH:39][CH:40]=1)[NH:37][N:36]=[C:35]2[C:41]([NH:43][CH2:44][CH:45]1[CH2:50][CH2:49][N:48]([CH2:51][C:52]2[O:56][C:55]([C:57]([O:59]CC)=[O:58])=[CH:54][CH:53]=2)[CH2:47][CH2:46]1)=[O:42]. (6) Given the product [NH2:37][C@H:35]1[C@@H:34]([OH:45])[CH2:33][C@@H:32]([C:30]([N:26]2[CH2:27][CH2:28][CH2:29][C@@H:24]([C@@:16]([C:6]3[C:7]([C:9]4[CH:14]=[CH:13][CH:12]=[C:11]([CH3:15])[CH:10]=4)=[CH:8][C:3]([C:1]#[N:2])=[CH:4][CH:5]=3)([OH:23])[CH2:17][CH2:18][CH2:19][CH2:20][O:21][CH3:22])[CH2:25]2)=[O:31])[CH2:36]1.[C:46]([OH:52])([C:48]([F:51])([F:50])[F:49])=[O:47], predict the reactants needed to synthesize it. The reactants are: [C:1]([C:3]1[CH:4]=[CH:5][C:6]([C@:16]([C@@H:24]2[CH2:29][CH2:28][CH2:27][N:26]([C:30]([C@H:32]3[CH2:36][C@@H:35]([NH:37]C(=O)OC(C)(C)C)[C@@H:34]([OH:45])[CH2:33]3)=[O:31])[CH2:25]2)([OH:23])[CH2:17][CH2:18][CH2:19][CH2:20][O:21][CH3:22])=[C:7]([C:9]2[CH:14]=[CH:13][CH:12]=[C:11]([CH3:15])[CH:10]=2)[CH:8]=1)#[N:2].[C:46]([OH:52])([C:48]([F:51])([F:50])[F:49])=[O:47].C(Cl)Cl. (7) Given the product [CH2:1]([O:3][C:4]([C:6]1([C:10]2[CH:15]=[CH:14][C:13]([C:16]3[CH:21]=[CH:20][C:19]([C:22]4[O:26][N:25]=[C:24]([CH3:27])[C:23]=4[NH:28][C:30]4[CH:35]=[CH:34][CH:33]=[C:32]([C:36]5[CH:37]=[CH:38][CH:39]=[CH:40][CH:41]=5)[N:31]=4)=[CH:18][CH:17]=3)=[CH:12][CH:11]=2)[CH2:7][CH2:8][CH2:9]1)=[O:5])[CH3:2], predict the reactants needed to synthesize it. The reactants are: [CH2:1]([O:3][C:4]([C:6]1([C:10]2[CH:15]=[CH:14][C:13]([C:16]3[CH:21]=[CH:20][C:19]([C:22]4[O:26][N:25]=[C:24]([CH3:27])[C:23]=4[NH2:28])=[CH:18][CH:17]=3)=[CH:12][CH:11]=2)[CH2:9][CH2:8][CH2:7]1)=[O:5])[CH3:2].Br[C:30]1[CH:35]=[CH:34][CH:33]=[C:32]([C:36]2[CH:41]=[CH:40][CH:39]=[CH:38][CH:37]=2)[N:31]=1. (8) Given the product [CH3:1][O:2][C:3]1[CH:12]=[CH:11][C:6]2[N:7]3[CH:14]=[C:15]([C:17]4[CH:22]=[CH:21][C:20]([N:23]([CH2:26][CH3:27])[CH2:24][CH3:25])=[CH:19][CH:18]=4)[N:10]=[C:8]3[S:9][C:5]=2[CH:4]=1, predict the reactants needed to synthesize it. The reactants are: [CH3:1][O:2][C:3]1[CH:12]=[CH:11][C:6]2[N:7]=[C:8]([NH2:10])[S:9][C:5]=2[CH:4]=1.Br[CH2:14][C:15]([C:17]1[CH:22]=[CH:21][C:20]([N:23]([CH2:26][CH3:27])[CH2:24][CH3:25])=[CH:19][CH:18]=1)=O. (9) Given the product [Br:1][C:2]1[N:3]([C@H:19]2[C@H:26]([OH:25])[C@H:22]([OH:23])[C@@H:21]([CH2:29][OH:30])[O:20]2)[C:4]2[C:9]([N:10]=1)=[C:8](/[CH:11]=[CH:12]/[C:13]1[CH:14]=[CH:15][CH:16]=[CH:17][CH:18]=1)[N:7]=[CH:6][N:5]=2, predict the reactants needed to synthesize it. The reactants are: [Br:1][C:2]1[N:3]([C@H:19]2[C@H:26]3[C@H:22]([O:23]C(C)(C)[O:25]3)[C@@H:21]([CH2:29][O:30][Si](C(C)(C)C)(C)C)[O:20]2)[C:4]2[C:9]([N:10]=1)=[C:8](/[CH:11]=[CH:12]/[C:13]1[CH:18]=[CH:17][CH:16]=[CH:15][CH:14]=1)[N:7]=[CH:6][N:5]=2.